From a dataset of Full USPTO retrosynthesis dataset with 1.9M reactions from patents (1976-2016). Predict the reactants needed to synthesize the given product. (1) Given the product [CH2:1]([O:8][C:9]([NH:11][CH:12]1[N+:18]([O-:34])=[C:17]([CH3:19])[C:16]2[CH:20]=[CH:21][CH:22]=[C:23]([CH3:24])[C:15]=2[NH:14][C:13]1=[O:25])=[O:10])[C:2]1[CH:7]=[CH:6][CH:5]=[CH:4][CH:3]=1, predict the reactants needed to synthesize it. The reactants are: [CH2:1]([O:8][C:9]([NH:11][CH:12]1[N:18]=[C:17]([CH3:19])[C:16]2[CH:20]=[CH:21][CH:22]=[C:23]([CH3:24])[C:15]=2[NH:14][C:13]1=[O:25])=[O:10])[C:2]1[CH:7]=[CH:6][CH:5]=[CH:4][CH:3]=1.ClC1C=CC=C(C(OO)=[O:34])C=1. (2) Given the product [N:21]1[C:30]2[C:25](=[CH:26][CH:27]=[CH:28][C:29]=2[N:31]2[CH2:36][CH2:35][CH:34]([N:16]3[CH2:15][CH2:14][N:13]([C:10]4[CH:11]=[CH:12][C:3]([C:2]([F:1])([F:19])[F:20])=[C:4]5[C:9]=4[N:8]=[CH:7][CH:6]=[CH:5]5)[CH2:18][CH2:17]3)[CH2:33][CH2:32]2)[CH:24]=[CH:23][CH:22]=1, predict the reactants needed to synthesize it. The reactants are: [F:1][C:2]([F:20])([F:19])[C:3]1[CH:12]=[CH:11][C:10]([N:13]2[CH2:18][CH2:17][NH:16][CH2:15][CH2:14]2)=[C:9]2[C:4]=1[CH:5]=[CH:6][CH:7]=[N:8]2.[N:21]1[C:30]2[C:25](=[CH:26][CH:27]=[CH:28][C:29]=2[N:31]2[CH2:36][CH2:35][C:34](=O)[CH2:33][CH2:32]2)[CH:24]=[CH:23][CH:22]=1.C(O[BH-](OC(=O)C)OC(=O)C)(=O)C.[Na+]. (3) The reactants are: [CH3:1][O:2][C:3]1[CH:8]=[CH:7][C:6]([C:9]2[N:14]=[CH:13][C:12]([C:15]([NH:18]C(=O)C)([CH3:17])[CH3:16])=[CH:11][CH:10]=2)=[CH:5][CH:4]=1.Cl.[OH-].[Na+].[C:25]1([S:31]([OH:34])(=[O:33])=[O:32])[CH:30]=[CH:29][CH:28]=[CH:27][CH:26]=1. Given the product [C:25]1([S:31]([OH:34])(=[O:33])=[O:32])[CH:30]=[CH:29][CH:28]=[CH:27][CH:26]=1.[CH3:1][O:2][C:3]1[CH:4]=[CH:5][C:6]([C:9]2[N:14]=[CH:13][C:12]([C:15]([NH2:18])([CH3:16])[CH3:17])=[CH:11][CH:10]=2)=[CH:7][CH:8]=1, predict the reactants needed to synthesize it. (4) Given the product [Br:1][C:2]1[CH:3]=[CH:4][C:5]([CH2:6][O:7][CH:8]([CH2:13][CH:14]([CH3:15])[CH3:16])[C:9]([OH:11])=[O:10])=[CH:17][CH:18]=1, predict the reactants needed to synthesize it. The reactants are: [Br:1][C:2]1[CH:18]=[CH:17][C:5]([CH2:6][O:7][CH:8]([CH2:13][CH:14]([CH3:16])[CH3:15])[C:9]([O:11]C)=[O:10])=[CH:4][CH:3]=1.CO.O1CCCC1.[Li]. (5) Given the product [Cl:7][C:6]1[N:5]([CH2:8][C:9]([CH3:12])([OH:11])[CH3:10])[N:4]=[CH:3][C:2]=1[NH:1][C:14]1[N:15]=[C:16]([O:41][CH:42]2[CH2:43][CH2:44][CH2:45][CH2:46]2)[C:17]2[C:22]([C:23]3[CH:32]=[CH:31][C:26]4[N:27]=[C:28]([CH3:30])[O:29][C:25]=4[CH:24]=3)=[CH:21][N:20]([CH2:33][O:34][CH2:35][CH2:36][Si:37]([CH3:40])([CH3:39])[CH3:38])[C:18]=2[N:19]=1, predict the reactants needed to synthesize it. The reactants are: [NH2:1][C:2]1[CH:3]=[N:4][N:5]([CH2:8][C:9]([CH3:12])([OH:11])[CH3:10])[C:6]=1[Cl:7].Cl[C:14]1[N:15]=[C:16]([O:41][CH:42]2[CH2:46][CH2:45][CH2:44][CH2:43]2)[C:17]2[C:22]([C:23]3[CH:32]=[CH:31][C:26]4[N:27]=[C:28]([CH3:30])[O:29][C:25]=4[CH:24]=3)=[CH:21][N:20]([CH2:33][O:34][CH2:35][CH2:36][Si:37]([CH3:40])([CH3:39])[CH3:38])[C:18]=2[N:19]=1.C1(P(C2C=CC=CC=2)C2C=CC3C(=CC=CC=3)C=2C2C3C(=CC=CC=3)C=CC=2P(C2C=CC=CC=2)C2C=CC=CC=2)C=CC=CC=1.C(=O)([O-])[O-].[Cs+].[Cs+]. (6) The reactants are: [CH2:1]([NH:4][C:5]([NH2:7])=[O:6])[CH2:2][CH3:3].[C:8](CC(OCC)=O)#[N:9].[O-:16][CH2:17][CH3:18].[Na+]. Given the product [NH2:9][C:8]1[N:4]([CH2:1][CH2:2][CH3:3])[C:5](=[O:6])[NH:7][C:17](=[O:16])[CH:18]=1, predict the reactants needed to synthesize it. (7) Given the product [Br:1][C:2]1[CH:3]=[C:4]([CH2:8][C:9]([O:11][CH2:17][CH3:18])=[O:10])[CH:5]=[CH:6][CH:7]=1, predict the reactants needed to synthesize it. The reactants are: [Br:1][C:2]1[CH:3]=[C:4]([CH2:8][C:9]([OH:11])=[O:10])[CH:5]=[CH:6][CH:7]=1.S(=O)(=O)(O)O.[CH2:17](O)[CH3:18]. (8) Given the product [F:1][C:2]1[N:7]=[C:6]([NH:8][C:11](=[O:12])[C:10]([CH3:15])([CH3:14])[CH3:9])[CH:5]=[CH:4][CH:3]=1, predict the reactants needed to synthesize it. The reactants are: [F:1][C:2]1[N:7]=[C:6]([NH2:8])[CH:5]=[CH:4][CH:3]=1.[CH3:9][C:10]([CH3:15])([CH3:14])[C:11](Cl)=[O:12].